This data is from NCI-60 drug combinations with 297,098 pairs across 59 cell lines. The task is: Regression. Given two drug SMILES strings and cell line genomic features, predict the synergy score measuring deviation from expected non-interaction effect. (1) Drug 1: CC1OCC2C(O1)C(C(C(O2)OC3C4COC(=O)C4C(C5=CC6=C(C=C35)OCO6)C7=CC(=C(C(=C7)OC)O)OC)O)O. Synergy scores: CSS=8.34, Synergy_ZIP=-10.5, Synergy_Bliss=-19.5, Synergy_Loewe=-18.1, Synergy_HSA=-16.1. Drug 2: C1=CN(C=N1)CC(O)(P(=O)(O)O)P(=O)(O)O. Cell line: HS 578T. (2) Drug 1: CN1CCC(CC1)COC2=C(C=C3C(=C2)N=CN=C3NC4=C(C=C(C=C4)Br)F)OC. Drug 2: CC1=C(C(CCC1)(C)C)C=CC(=CC=CC(=CC(=O)O)C)C. Cell line: IGROV1. Synergy scores: CSS=60.4, Synergy_ZIP=8.34, Synergy_Bliss=8.39, Synergy_Loewe=-0.744, Synergy_HSA=10.2.